From a dataset of Full USPTO retrosynthesis dataset with 1.9M reactions from patents (1976-2016). Predict the reactants needed to synthesize the given product. (1) Given the product [Br:1][C:2]1[CH:3]=[C:4]2[C:5]([NH:8][C:18](=[O:19])[C:17]([CH2:16][CH2:11][C:12]([O:14][CH3:15])=[O:13])=[N:9]2)=[CH:6][CH:7]=1, predict the reactants needed to synthesize it. The reactants are: [Br:1][C:2]1[CH:3]=[C:4]([NH2:9])[C:5]([NH2:8])=[CH:6][CH:7]=1.O=[C:11]([CH2:16][CH2:17][C:18](OC)=[O:19])[C:12]([O:14][CH3:15])=[O:13]. (2) Given the product [CH:31]1([C:27]2[CH:26]=[C:25]([C:34]([OH:36])=[O:35])[C:24](=[O:37])[N:23]3[C:28]=2[C:29]([CH3:30])=[C:20]([N:17]2[CH2:18][CH2:19][CH:15]([CH2:14][N:11]4[CH2:12][CH2:13][NH:8][CH2:9][CH2:10]4)[CH2:16]2)[C:21]([F:38])=[CH:22]3)[CH2:33][CH2:32]1, predict the reactants needed to synthesize it. The reactants are: C(OC([N:8]1[CH2:13][CH2:12][N:11]([CH2:14][CH:15]2[CH2:19][CH2:18][N:17]([C:20]3[C:21]([F:38])=[CH:22][N:23]4[C:28]([C:29]=3[CH3:30])=[C:27]([CH:31]3[CH2:33][CH2:32]3)[CH:26]=[C:25]([C:34]([OH:36])=[O:35])[C:24]4=[O:37])[CH2:16]2)[CH2:10][CH2:9]1)=O)(C)(C)C.FC(F)(F)C(O)=O. (3) Given the product [CH3:1][O:2][C:3]1[CH:11]=[C:10]2[C:6]([CH:7]=[N:8][NH:9]2)=[CH:5][C:4]=1[NH:12][C:13]1[C:14]2[C:21]3[CH2:22][CH2:23][CH:24]([C:26]([N:29]4[CH2:32][CH:31]([C:33]#[N:34])[CH2:30]4)=[O:28])[CH2:25][C:20]=3[S:19][C:15]=2[N:16]=[CH:17][N:18]=1, predict the reactants needed to synthesize it. The reactants are: [CH3:1][O:2][C:3]1[CH:11]=[C:10]2[C:6]([CH:7]=[N:8][NH:9]2)=[CH:5][C:4]=1[NH:12][C:13]1[C:14]2[C:21]3[CH2:22][CH2:23][CH:24]([C:26]([OH:28])=O)[CH2:25][C:20]=3[S:19][C:15]=2[N:16]=[CH:17][N:18]=1.[NH:29]1[CH2:32][CH:31]([C:33]#[N:34])[CH2:30]1. (4) The reactants are: C(OC(=O)[NH:7][C:8]1([C:11](=[O:36])[NH:12][CH2:13][C:14]2[CH:19]=[CH:18][C:17]([N:20]3[C:28]4[C:23](=[CH:24][C:25]([F:29])=[CH:26][CH:27]=4)[CH:22]=[C:21]3[C:30]3[O:34][N:33]=[C:32]([CH3:35])[N:31]=3)=[CH:16][CH:15]=2)[CH2:10][CH2:9]1)(C)(C)C.ClCCl.FC(F)(F)C(O)=O. Given the product [F:29][C:25]1[CH:24]=[C:23]2[C:28](=[CH:27][CH:26]=1)[N:20]([C:17]1[CH:16]=[CH:15][C:14]([CH2:13][NH:12][C:11]([C:8]3([NH2:7])[CH2:9][CH2:10]3)=[O:36])=[CH:19][CH:18]=1)[C:21]([C:30]1[O:34][N:33]=[C:32]([CH3:35])[N:31]=1)=[CH:22]2, predict the reactants needed to synthesize it. (5) Given the product [Br:1][C:19]1[N:20]([CH:23]2[CH2:28][CH2:27][CH2:26][CH2:25][O:24]2)[C:21]2[C:17]([N:18]=1)=[C:16]([NH2:29])[N:15]=[C:14]([O:13][C@@H:10]([CH3:9])[CH2:11][CH3:12])[N:22]=2, predict the reactants needed to synthesize it. The reactants are: [Br:1]N1C(=O)CCC1=O.[CH3:9][C@H:10]([O:13][C:14]1[N:22]=[C:21]2[C:17]([N:18]=[CH:19][N:20]2[CH:23]2[CH2:28][CH2:27][CH2:26][CH2:25][O:24]2)=[C:16]([NH2:29])[N:15]=1)[CH2:11][CH3:12]. (6) Given the product [CH3:19][C:17]([O:20][C:21]([NH:23][C@@H:24]([C:46]([OH:48])=[O:47])[CH2:25][S:26][C:27]([C:34]1[CH:39]=[CH:38][CH:37]=[CH:36][CH:35]=1)([C:40]1[CH:41]=[CH:42][CH:43]=[CH:44][CH:45]=1)[C:28]1[CH:33]=[CH:32][CH:31]=[CH:30][CH:29]=1)=[O:22])([CH3:16])[CH3:18].[CH:10]1[CH:9]=[CH:8][C:7]2[NH:6][CH:5]=[C:4]([CH2:3][C@H:2]([NH2:1])[C:13]([NH2:15])=[O:14])[C:12]=2[CH:11]=1, predict the reactants needed to synthesize it. The reactants are: [NH2:1][C@H:2]([C:13]([NH2:15])=[O:14])[CH2:3][C:4]1[C:12]2[C:7](=[CH:8][CH:9]=[CH:10][CH:11]=2)[NH:6][CH:5]=1.[CH3:16][C:17]([O:20][C:21]([NH:23][C@H:24]([C:46]([OH:48])=[O:47])[CH2:25][S:26][C:27]([C:40]1[CH:45]=[CH:44][CH:43]=[CH:42][CH:41]=1)([C:34]1[CH:39]=[CH:38][CH:37]=[CH:36][CH:35]=1)[C:28]1[CH:33]=[CH:32][CH:31]=[CH:30][CH:29]=1)=[O:22])([CH3:19])[CH3:18].O.ON1C2C=CC=CC=2N=N1.C1(N=C=NC2CCCCC2)CCCCC1.